From a dataset of Full USPTO retrosynthesis dataset with 1.9M reactions from patents (1976-2016). Predict the reactants needed to synthesize the given product. (1) Given the product [CH3:1][O:2][C:3]([C:4]1[C:5]([C:18]2[CH:19]=[CH:20][C:15]([O:14][CH3:13])=[CH:16][C:17]=2[C:24]([F:25])([F:26])[F:27])=[CH:6][CH:7]=[C:8]([CH3:10])[CH:9]=1)=[O:12], predict the reactants needed to synthesize it. The reactants are: [CH3:1][O:2][C:3](=[O:12])[C:4]1[CH:9]=[C:8]([CH3:10])[CH:7]=[CH:6][C:5]=1Br.[CH3:13][O:14][C:15]1[CH:20]=[CH:19][C:18](B(O)O)=[C:17]([C:24]([F:27])([F:26])[F:25])[CH:16]=1.C(=O)([O-])[O-].[K+].[K+].C1(C)C=CC=CC=1. (2) Given the product [CH3:1][N:2]1[CH:6]=[C:5]([C:7]([NH:14][CH:15]([C:16]([NH:32][CH3:33])=[O:18])[CH:21]([C:26]2[CH:27]=[CH:28][CH:29]=[CH:30][CH:31]=2)[CH2:22][N+:23]([O-:25])=[O:24])=[O:8])[C:4]([C:10]([F:13])([F:12])[F:11])=[N:3]1, predict the reactants needed to synthesize it. The reactants are: [CH3:1][N:2]1[CH:6]=[C:5]([C:7](Cl)=[O:8])[C:4]([C:10]([F:13])([F:12])[F:11])=[N:3]1.[NH2:14][CH:15]([CH:21]([C:26]1[CH:31]=[CH:30][CH:29]=[CH:28][CH:27]=1)[CH2:22][N+:23]([O-:25])=[O:24])[C:16]([O:18]CC)=O.[N:32]1C=CC=C[CH:33]=1.Cl.